The task is: Predict which catalyst facilitates the given reaction.. This data is from Catalyst prediction with 721,799 reactions and 888 catalyst types from USPTO. (1) Reactant: Cl[C:2]1[N:7]=[N:6][C:5]([C:8]2[C:16]3[C:11](=[N:12][CH:13]=[CH:14][CH:15]=3)[N:10]([CH2:17][C:18]3[CH:23]=[CH:22][CH:21]=[CH:20][C:19]=3[F:24])[N:9]=2)=[N:4][C:3]=1[NH2:25].[CH3:26][N:27]1[CH:31]=[C:30](B2OC(C)(C)C(C)(C)O2)[CH:29]=[N:28]1.C(=O)([O-])[O-].[K+].[K+].C1(P(C2CCCCC2)C2CCCCC2)CCCCC1. Product: [F:24][C:19]1[CH:20]=[CH:21][CH:22]=[CH:23][C:18]=1[CH2:17][N:10]1[C:11]2=[N:12][CH:13]=[CH:14][CH:15]=[C:16]2[C:8]([C:5]2[N:6]=[N:7][C:2]([C:30]3[CH:29]=[N:28][N:27]([CH3:26])[CH:31]=3)=[C:3]([NH2:25])[N:4]=2)=[N:9]1. The catalyst class is: 75. (2) Reactant: [C@@H:1]12[O:6][C@@H:5]1[CH2:4][CH:3]([C:7]([O:9][CH3:10])=[O:8])[CH2:2]2.N1C=CC=CC=1.[FH:17]. Product: [F:17][C@H:1]1[C@H:5]([OH:6])[CH2:4][C@@H:3]([C:7]([O:9][CH3:10])=[O:8])[CH2:2]1. The catalyst class is: 68. (3) Reactant: N1C=CN=C1.C1C=CC(P(C2C=CC=CC=2)C2C=CC=CC=2)=CC=1.[I:25]I.[C:27]1([S:33]([CH2:36][CH2:37][CH2:38][CH2:39]O)(=[O:35])=[O:34])[CH:32]=[CH:31][CH:30]=[CH:29][CH:28]=1. Product: [I:25][CH2:39][CH2:38][CH2:37][CH2:36][S:33]([C:27]1[CH:32]=[CH:31][CH:30]=[CH:29][CH:28]=1)(=[O:35])=[O:34]. The catalyst class is: 34. (4) Reactant: [CH3:1][O:2][C:3]1[CH:18]=[C:17]([N+:19]([O-])=O)[CH:16]=[CH:15][C:4]=1[O:5][CH2:6][CH2:7][N:8]1[CH2:13][CH2:12][CH:11]([CH3:14])[CH2:10][CH2:9]1. Product: [CH3:1][O:2][C:3]1[CH:18]=[C:17]([NH2:19])[CH:16]=[CH:15][C:4]=1[O:5][CH2:6][CH2:7][N:8]1[CH2:13][CH2:12][CH:11]([CH3:14])[CH2:10][CH2:9]1. The catalyst class is: 98. (5) Reactant: C[C:2]1[CH:21]=[CH:20][C:5]([CH2:6][C:7]2[CH:11]=[C:10]([C:12]([O:14]CC)=O)[N:9]([CH2:17][CH2:18][CH3:19])[N:8]=2)=[CH:4][CH:3]=1.[H-].[Al+3].[Li+].[H-].[H-].[H-]. Product: [CH3:4][CH2:3][CH2:2][CH2:21][CH2:20][CH:6]([C:7]1[CH:11]=[C:10]([CH2:12][OH:14])[N:9]([CH2:17][CH2:18][CH3:19])[N:8]=1)[C:5]1[CH:4]=[CH:3][CH:2]=[CH:21][CH:20]=1. The catalyst class is: 1.